This data is from Forward reaction prediction with 1.9M reactions from USPTO patents (1976-2016). The task is: Predict the product of the given reaction. (1) Given the reactants C([O:3][C:4](=[O:25])[CH2:5][CH:6]1[O:10][B:9]([OH:11])[C:8]2[CH:12]=[C:13]([O:17][C:18]3[N:19]=[N:20][C:21]([Cl:24])=[CH:22][CH:23]=3)[CH:14]=[C:15]([CH3:16])[C:7]1=2)C.[Li+].[OH-].Cl, predict the reaction product. The product is: [Cl:24][C:21]1[N:20]=[N:19][C:18]([O:17][C:13]2[CH:14]=[C:15]([CH3:16])[C:7]3[CH:6]([CH2:5][C:4]([OH:25])=[O:3])[O:10][B:9]([OH:11])[C:8]=3[CH:12]=2)=[CH:23][CH:22]=1. (2) Given the reactants O[CH2:2][C:3]1[CH:4]=[C:5]([CH:23]=[CH:24][CH:25]=1)[CH2:6][N:7]1[C:15]([OH:16])=[N:14][C:13]2[C:8]1=[N:9][C:10]([O:18][CH2:19][CH2:20][O:21][CH3:22])=[N:11][C:12]=2[NH2:17].P(Br)(Br)[Br:27], predict the reaction product. The product is: [Br:27][CH2:2][C:3]1[CH:4]=[C:5]([CH:23]=[CH:24][CH:25]=1)[CH2:6][N:7]1[C:15]([OH:16])=[N:14][C:13]2[C:8]1=[N:9][C:10]([O:18][CH2:19][CH2:20][O:21][CH3:22])=[N:11][C:12]=2[NH2:17]. (3) Given the reactants [Br:1][C:2]1[C:10]2[S:9][C:8]([C:11]([OH:13])=O)=[CH:7][C:6]=2[CH:5]=[CH:4][CH:3]=1.[ClH:14].Cl.[NH2:16][C@@H:17]1[CH:22]2[CH2:23][CH2:24][N:19]([CH2:20][CH2:21]2)[CH2:18]1.CN(C(ON1N=NC2C=CC=NC1=2)=[N+](C)C)C.F[P-](F)(F)(F)(F)F.C(N(CC)C(C)C)(C)C, predict the reaction product. The product is: [ClH:14].[N:19]12[CH2:24][CH2:23][CH:22]([CH2:21][CH2:20]1)[CH:17]([NH:16][C:11]([C:8]1[S:9][C:10]3[C:2]([Br:1])=[CH:3][CH:4]=[CH:5][C:6]=3[CH:7]=1)=[O:13])[CH2:18]2. (4) Given the reactants O=P(Cl)(Cl)[Cl:3].[C:6]([N:9]1[C:17]2[C:12](=[CH:13][CH:14]=[C:15]([S:18]([OH:21])(=O)=[O:19])[CH:16]=2)[CH2:11][CH2:10]1)(=[O:8])[CH3:7], predict the reaction product. The product is: [C:6]([N:9]1[C:17]2[C:12](=[CH:13][CH:14]=[C:15]([S:18]([Cl:3])(=[O:21])=[O:19])[CH:16]=2)[CH2:11][CH2:10]1)(=[O:8])[CH3:7]. (5) Given the reactants C(OC(=O)[NH:10][C:11]1([CH2:14][NH:15][C:16]([O:18][C:19]([CH3:22])([CH3:21])[CH3:20])=[O:17])[CH2:13][CH2:12]1)C1C=CC=CC=1, predict the reaction product. The product is: [NH2:10][C:11]1([CH2:14][NH:15][C:16](=[O:17])[O:18][C:19]([CH3:21])([CH3:20])[CH3:22])[CH2:13][CH2:12]1. (6) Given the reactants [CH3:1][C:2]1[CH:6]=[C:5]([NH2:7])[N:4]([C:8]2[CH:13]=[CH:12][CH:11]=[CH:10][C:9]=2[CH3:14])[N:3]=1.Br[C:16]1[CH:24]=[CH:23][CH:22]=[CH:21][C:17]=1[C:18]([NH2:20])=[O:19].C(=O)([O-])[O-].[K+].[K+].C(O)(=O)C, predict the reaction product. The product is: [CH3:1][C:2]1[CH:6]=[C:5]([NH:7][C:16]2[CH:24]=[CH:23][CH:22]=[CH:21][C:17]=2[C:18]([NH2:20])=[O:19])[N:4]([C:8]2[CH:13]=[CH:12][CH:11]=[CH:10][C:9]=2[CH3:14])[N:3]=1. (7) Given the reactants F[C:2]1[C:11]2[O:10][CH:9]([CH2:12][NH2:13])[CH2:8][NH:7][C:6]=2[CH:5]=[CH:4][CH:3]=1.NC1C=CC=[C:17]([O:21]C)C=1O, predict the reaction product. The product is: [CH3:17][O:21][C:2]1[C:11]2[O:10][CH:9]([CH2:12][NH2:13])[CH2:8][NH:7][C:6]=2[CH:5]=[CH:4][CH:3]=1.